This data is from Peptide-MHC class I binding affinity with 185,985 pairs from IEDB/IMGT. The task is: Regression. Given a peptide amino acid sequence and an MHC pseudo amino acid sequence, predict their binding affinity value. This is MHC class I binding data. The peptide sequence is LMQWWSDYV. The MHC is HLA-B40:01 with pseudo-sequence HLA-B40:01. The binding affinity (normalized) is 0.0847.